The task is: Regression. Given a peptide amino acid sequence and an MHC pseudo amino acid sequence, predict their binding affinity value. This is MHC class I binding data.. This data is from Peptide-MHC class I binding affinity with 185,985 pairs from IEDB/IMGT. (1) The peptide sequence is RMRGAHTNDV. The MHC is HLA-A33:01 with pseudo-sequence HLA-A33:01. The binding affinity (normalized) is 0. (2) The peptide sequence is YPKTFGWLW. The MHC is HLA-B35:01 with pseudo-sequence HLA-B35:01. The binding affinity (normalized) is 0.215.